This data is from Full USPTO retrosynthesis dataset with 1.9M reactions from patents (1976-2016). The task is: Predict the reactants needed to synthesize the given product. (1) Given the product [O:29]=[S:20]1(=[O:28])[C:21]2[CH:27]=[CH:26][CH:25]=[CH:24][C:22]=2[CH2:23][N:17]([C:4]2[CH:3]=[C:2]([NH:32][C:38]([NH:37][C:40]3[CH:45]=[CH:44][CH:43]=[CH:42][CH:41]=3)=[O:39])[C:50]3[C:6](=[CH:11][CH:10]=[C:48]([CH3:47])[CH:49]=3)[N:5]=2)[CH2:18][CH2:19]1, predict the reactants needed to synthesize it. The reactants are: Cl[C:2]1[C:11]2[C:6](=CC=C(OC(F)(F)F)[CH:10]=2)[N:5]=[C:4]([N:17]2[CH2:23][C:22]3[CH:24]=[CH:25][CH:26]=[CH:27][C:21]=3[S:20](=[O:29])(=[O:28])[CH2:19][CH2:18]2)[CH:3]=1.C([N:32](CC)CC)C.[N:37]([C:40]1[CH:45]=[CH:44][CH:43]=[CH:42][CH:41]=1)=[C:38]=[O:39].O1[CH2:50][CH2:49][CH2:48][CH2:47]1. (2) Given the product [NH2:1][C:2]1[CH:11]=[C:10]([Cl:12])[C:9]([I:13])=[CH:8][C:3]=1[C:4]([O:6][CH3:7])=[O:5], predict the reactants needed to synthesize it. The reactants are: [NH2:1][C:2]1[CH:11]=[C:10]([Cl:12])[CH:9]=[CH:8][C:3]=1[C:4]([O:6][CH3:7])=[O:5].[I:13]I. (3) Given the product [CH3:1][C:2]1[CH:11]=[CH:10][C:9]2[C:4](=[CH:5][CH:6]=[CH:7][C:8]=2[N:12]2[CH2:13][CH2:14][N:15]([CH2:18][CH2:19][C:20]3[CH:21]=[C:22]([NH:23][C:27](=[O:29])[CH3:28])[CH:24]=[CH:25][CH:26]=3)[CH2:16][CH2:17]2)[N:3]=1, predict the reactants needed to synthesize it. The reactants are: [CH3:1][C:2]1[CH:11]=[CH:10][C:9]2[C:4](=[CH:5][CH:6]=[CH:7][C:8]=2[N:12]2[CH2:17][CH2:16][N:15]([CH2:18][CH2:19][C:20]3[CH:21]=[C:22]([CH:24]=[CH:25][CH:26]=3)[NH2:23])[CH2:14][CH2:13]2)[N:3]=1.[C:27](Cl)(=[O:29])[CH3:28].